From a dataset of Forward reaction prediction with 1.9M reactions from USPTO patents (1976-2016). Predict the product of the given reaction. (1) Given the reactants [F:1][C:2]1[CH:7]=[C:6]([F:8])[CH:5]=[CH:4][C:3]=1[C@:9]12[CH2:17][O:16][C@@H:15]([C:18]3([CH3:21])[CH2:20][CH2:19]3)[CH2:14][C@H:13]1[CH2:12][O:11][NH:10]2.N[C@@]1(C2C=CC(F)=CC=2F)CO[C@@H](COCC2C=CC=CC=2)C[C@H]1CO, predict the reaction product. The product is: [NH2:10][C@@:9]1([C:3]2[CH:4]=[CH:5][C:6]([F:8])=[CH:7][C:2]=2[F:1])[CH2:17][O:16][C@@H:15]([C:18]2([CH3:21])[CH2:20][CH2:19]2)[CH2:14][C@H:13]1[CH2:12][OH:11]. (2) The product is: [F:1]/[C:2](/[C:15]1[CH:19]=[C:18]([CH3:20])[N:17]([CH2:21][C:22]2[CH:23]=[C:24]([C:25]([N:35]3[CH2:36][CH2:37][CH:32]([OH:31])[CH2:33][CH2:34]3)=[O:27])[CH:28]=[CH:29][CH:30]=2)[N:16]=1)=[CH:3]\[C:4]1[CH:5]=[CH:6][C:7]([S:10][C:11]([F:12])([F:14])[F:13])=[CH:8][CH:9]=1. Given the reactants [F:1]/[C:2](/[C:15]1[CH:19]=[C:18]([CH3:20])[N:17]([CH2:21][C:22]2[CH:23]=[C:24]([CH:28]=[CH:29][CH:30]=2)[C:25]([OH:27])=O)[N:16]=1)=[CH:3]\[C:4]1[CH:9]=[CH:8][C:7]([S:10][C:11]([F:14])([F:13])[F:12])=[CH:6][CH:5]=1.[OH:31][CH:32]1[CH2:37][CH2:36][NH:35][CH2:34][CH2:33]1, predict the reaction product. (3) Given the reactants [CH3:1][O:2][C:3](=[O:28])[CH:4]([CH:8]([C:15]1[C:16]([O:26][CH3:27])=[N:17][C:18]2[C:23]([CH:24]=1)=[CH:22][C:21]([Br:25])=[CH:20][CH:19]=2)[C:9]1[CH:14]=[CH:13][CH:12]=[CH:11][CH:10]=1)[C:5](O)=[O:6].ON1C2C=CC=CC=2N=N1.[NH:39]1[CH2:44][CH2:43][O:42][CH2:41][CH2:40]1.C(NC(C)C)(C)C, predict the reaction product. The product is: [Br:25][C:21]1[CH:22]=[C:23]2[C:18](=[CH:19][CH:20]=1)[N:17]=[C:16]([O:26][CH3:27])[C:15]([CH:8]([C:9]1[CH:10]=[CH:11][CH:12]=[CH:13][CH:14]=1)[CH:4]([C:5]([N:39]1[CH2:44][CH2:43][O:42][CH2:41][CH2:40]1)=[O:6])[C:3]([O:2][CH3:1])=[O:28])=[CH:24]2. (4) Given the reactants [F:1][C:2]1[C:7](F)=[C:6]([F:9])[CH:5]=[CH:4][C:3]=1[N+:10]([O-:12])=[O:11].[Na].CC[O:16]CC, predict the reaction product. The product is: [F:9][C:6]1[CH:5]=[C:4]([OH:16])[C:3]([N+:10]([O-:12])=[O:11])=[C:2]([F:1])[CH:7]=1. (5) Given the reactants [N:1]1([CH2:7][C:8]2[CH:13]=[CH:12][C:11]([C:14]3[O:15][C:16]4[C:22]([C:23]([O:25]C)=O)=[CH:21][CH:20]=[CH:19][C:17]=4[N:18]=3)=[CH:10][CH:9]=2)[CH2:6][CH2:5][NH:4][CH2:3][CH2:2]1.O.[NH4+:28], predict the reaction product. The product is: [N:1]1([CH2:7][C:8]2[CH:13]=[CH:12][C:11]([C:14]3[O:15][C:16]4[C:22]([C:23]([NH2:28])=[O:25])=[CH:21][CH:20]=[CH:19][C:17]=4[N:18]=3)=[CH:10][CH:9]=2)[CH2:2][CH2:3][NH:4][CH2:5][CH2:6]1. (6) Given the reactants [CH2:1]([O:8][C@H:9]([C@@H:15]([OH:21])[C:16]([O:18]CC)=[O:17])[C:10]([O:12]CC)=[O:11])[C:2]1[CH:7]=[CH:6][CH:5]=[CH:4][CH:3]=1.O.[OH-].[Li+], predict the reaction product. The product is: [CH2:1]([O:8][C@H:9]([C@@H:15]([OH:21])[C:16]([OH:18])=[O:17])[C:10]([OH:12])=[O:11])[C:2]1[CH:3]=[CH:4][CH:5]=[CH:6][CH:7]=1.